Dataset: Forward reaction prediction with 1.9M reactions from USPTO patents (1976-2016). Task: Predict the product of the given reaction. (1) Given the reactants COC(OC)([C:10]([C:12]1[CH:17]=[CH:16][CH:15]=[CH:14][CH:13]=1)=[O:11])C1C=CC=CC=1.C1CCC(O)(C([C:28]2[CH:33]=[CH:32][CH:31]=[CH:30][CH:29]=2)=O)CC1.OC(C)(C)C([C:39]1[CH:44]=[CH:43][CH:42]=[CH:41][CH:40]=1)=O.C[C:48]([OH:62])(C(C1C=CC(OCCO)=CC=1)=O)C.OC(C)(C)C(C1C=CC(CC2C=CC([C:80](=[O:85])C(O)(C)C)=CC=2)=CC=1)=O.CC(N1C[CH2:105][O:104]CC1)(C(C1C=CC(SC)=CC=1)=O)C.CCC(N(C)C)(C(C1C=CC(N2CCOCC2)=CC=1)=O)CC1C=CC=CC=1.CN(C)C(CC1C=CC(C)=CC=1)(CC)C(C1C=CC(N2CCOCC2)=CC=1)=O.CC1C=C(C)C=C(C)C=1C([P:167](=[O:180])(C1C=CC=CC=1)C1C=CC=CC=1)=O.CC1C=C(C)C=C(C)C=1C(P(=O)(C(=O)C1C(C)=CC(C)=CC=1C)C1C=CC=CC=1)=O.C1C=CC(C(C(OCCOCCOC(C(C2C=CC=CC=2)=O)=O)=O)=O)=CC=1, predict the reaction product. The product is: [CH3:105][O:104][C:15]1[CH:14]=[C:13]([O:85][CH3:80])[C:12]([C:10]([P:167]([C:28]2[CH:29]=[CH:30][CH:31]=[CH:32][CH:33]=2)([C:39]2[CH:40]=[CH:41][CH:42]=[CH:43][CH:44]=2)=[O:180])=[O:11])=[C:17]([O:62][CH3:48])[CH:16]=1. (2) Given the reactants [CH3:1][O:2][C:3]1[CH:4]=[C:5]2[C:9](=[CH:10][C:11]=1[O:12][CH2:13][C:14]([O:16]C)=[O:15])[N:8]([CH3:18])[CH:7]=[C:6]2[C:19]1[N:27]([S:28]([C:31]2[CH:36]=[CH:35][C:34]([CH3:37])=[CH:33][CH:32]=2)(=[O:30])=[O:29])[C:22]2=[N:23][CH:24]=[CH:25][CH:26]=[C:21]2[CH:20]=1, predict the reaction product. The product is: [CH3:1][O:2][C:3]1[CH:4]=[C:5]2[C:9](=[CH:10][C:11]=1[O:12][CH2:13][C:14]([OH:16])=[O:15])[N:8]([CH3:18])[CH:7]=[C:6]2[C:19]1[N:27]([S:28]([C:31]2[CH:32]=[CH:33][C:34]([CH3:37])=[CH:35][CH:36]=2)(=[O:29])=[O:30])[C:22]2=[N:23][CH:24]=[CH:25][CH:26]=[C:21]2[CH:20]=1. (3) Given the reactants C[O-].[Na+].[NH2:4][C:5]1[CH:6]=[C:7]([CH:10]=[CH:11][CH:12]=1)[C:8]#[N:9].[CH:13](=O)[CH3:14].[BH4-].[Na+].[OH-].[Na+], predict the reaction product. The product is: [CH2:13]([NH:4][C:5]1[CH:6]=[C:7]([CH:10]=[CH:11][CH:12]=1)[C:8]#[N:9])[CH3:14].